From a dataset of Reaction yield outcomes from USPTO patents with 853,638 reactions. Predict the reaction yield, written as a fraction of the theoretical maximum amount of product (1.0 means a 100% yield; for example, 0.34 means a 34% yield). (1) The reactants are Br[C:2]1[CH:10]=[C:9]2[C:5]([CH2:6][NH:7][C:8]2=[O:11])=[CH:4][CH:3]=1.[CH3:12][C:13]1([CH3:29])[C:17]([CH3:19])([CH3:18])[O:16][B:15]([B:15]2[O:16][C:17]([CH3:19])([CH3:18])[C:13]([CH3:29])([CH3:12])[O:14]2)[O:14]1.C([O-])(=O)C.[K+]. The catalyst is C1C=CC(P(C2C=CC=CC=2)[C-]2C=CC=C2)=CC=1.C1C=CC(P(C2C=CC=CC=2)[C-]2C=CC=C2)=CC=1.Cl[Pd]Cl.[Fe+2]. The product is [CH3:12][C:13]1([CH3:29])[C:17]([CH3:19])([CH3:18])[O:16][B:15]([C:2]2[CH:10]=[C:9]3[C:5]([CH2:6][NH:7][C:8]3=[O:11])=[CH:4][CH:3]=2)[O:14]1. The yield is 0.620. (2) The reactants are [CH3:1][N:2]([CH3:10])[C:3]1[CH:8]=[CH:7][C:6]([NH2:9])=[CH:5][CH:4]=1.P(=O)(O)(O)O.[N+]([O-])(O)=O.[N:20]([O-])=O.[Na+].[CH3:24][C:25](=[O:30])[CH2:26][C:27](=[O:29])[CH3:28].C([O-])(=O)C.[K+].C([O-])([O-])=O.[Na+].[Na+]. The catalyst is C(O)C. The product is [CH3:1][N:2]([CH3:10])[C:3]1[CH:8]=[CH:7][C:6]([NH:9][N:20]=[C:26]([C:25](=[O:30])[CH3:24])[C:27](=[O:29])[CH3:28])=[CH:5][CH:4]=1. The yield is 0.960. (3) The reactants are [CH3:1][O:2][C:3]1[CH:8]=[CH:7][CH:6]=[CH:5][C:4]=1[CH2:9][C:10]([OH:12])=O.CN(C(ON1N=NC2C=CC=NC1=2)=[N+](C)C)C.F[P-](F)(F)(F)(F)F.CCN(C(C)C)C(C)C.[NH2:46][C:47]1[CH:48]=[C:49]([C:53]#[C:54][C:55]2[CH:56]=[N:57][C:58]([NH2:61])=[N:59][CH:60]=2)[CH:50]=[CH:51][CH:52]=1. The catalyst is CN(C=O)C. The product is [NH2:61][C:58]1[N:57]=[CH:56][C:55]([C:54]#[C:53][C:49]2[CH:48]=[C:47]([NH:46][C:10](=[O:12])[CH2:9][C:4]3[CH:5]=[CH:6][CH:7]=[CH:8][C:3]=3[O:2][CH3:1])[CH:52]=[CH:51][CH:50]=2)=[CH:60][N:59]=1. The yield is 0.300. (4) The catalyst is O1CCCC1.CCCCCC. The reactants are Br[C:2]1[C:7]([CH3:8])=[CH:6][CH:5]=[CH:4][N:3]=1.C([Li])CCC.[CH2:14]([Sn:18](Cl)([CH2:23][CH2:24][CH2:25][CH3:26])[CH2:19][CH2:20][CH2:21][CH3:22])[CH2:15][CH2:16][CH3:17].O. The yield is 0.790. The product is [CH3:8][C:7]1[C:2]([Sn:18]([CH2:19][CH2:20][CH2:21][CH3:22])([CH2:23][CH2:24][CH2:25][CH3:26])[CH2:14][CH2:15][CH2:16][CH3:17])=[N:3][CH:4]=[CH:5][CH:6]=1. (5) The yield is 0.850. The product is [CH3:5][O:4][N:3]([CH3:2])[C:33](=[O:34])[CH2:32][CH:29]1[S:28][C:27]([C:24]2[NH:25][C:26]3[C:22]([CH:23]=2)=[CH:21][CH:20]=[CH:19][C:18]=3[N:17]([S:14]([C:9]2[CH:10]=[CH:11][CH:12]=[CH:13][C:8]=2[O:7][CH3:6])(=[O:15])=[O:16])[CH3:36])=[N:31][CH2:30]1. The catalyst is CN(C)C=O.C(OCC)(=O)C.C(N(CC)CC)C. The reactants are Cl.[CH3:2][NH:3][O:4][CH3:5].[CH3:6][O:7][C:8]1[CH:13]=[CH:12][CH:11]=[CH:10][C:9]=1[S:14]([N:17]([CH3:36])[C:18]1[CH:19]=[CH:20][CH:21]=[C:22]2[C:26]=1[NH:25][C:24]([C:27]1[S:28][CH:29]([CH2:32][C:33](O)=[O:34])[CH2:30][N:31]=1)=[CH:23]2)(=[O:16])=[O:15].N1(O)C2C=CC=CC=2N=N1.Cl.CN(C)CCCN=C=NCC. (6) The reactants are [F:1][C:2]1[CH:10]=[C:9]2[C:5]([C:6]([C:11]3[CH:12]=[C:13]4[C:17](=[CH:18][CH:19]=3)[N:16]([CH:20]3[CH2:25][CH2:24][N:23](C(OC(C)(C)C)=O)[CH2:22][CH2:21]3)[N:15]=[CH:14]4)=[CH:7][NH:8]2)=[CH:4][CH:3]=1.Cl. The catalyst is O1CCOCC1. The product is [F:1][C:2]1[CH:10]=[C:9]2[C:5]([C:6]([C:11]3[CH:12]=[C:13]4[C:17](=[CH:18][CH:19]=3)[N:16]([CH:20]3[CH2:25][CH2:24][NH:23][CH2:22][CH2:21]3)[N:15]=[CH:14]4)=[CH:7][NH:8]2)=[CH:4][CH:3]=1. The yield is 0.400. (7) The reactants are C[Si]([C:5]#[N:6])(C)C.[NH2:7][C:8]1[CH:13]=[CH:12][C:11]([CH2:14][C:15]([OH:17])=[O:16])=[CH:10][CH:9]=1.[C:18]1(=O)[CH2:21][CH2:20][CH2:19]1. The catalyst is O1CCOCC1. The product is [C:5]([C:18]1([NH:7][C:8]2[CH:9]=[CH:10][C:11]([CH2:14][C:15]([OH:17])=[O:16])=[CH:12][CH:13]=2)[CH2:21][CH2:20][CH2:19]1)#[N:6]. The yield is 0.990. (8) The reactants are [Br:1][C:2]1[CH:3]=[C:4]([CH:19]=[C:20]([Br:24])[C:21]=1[O:22]C)[C:5]([N:7]1[CH2:12][CH2:11][O:10][C:9]2[N:13]=[CH:14][C:15]([C:17]#[N:18])=[CH:16][C:8]1=2)=[O:6].[Br-].[Li+].N1CCNCC1. No catalyst specified. The product is [Br:24][C:20]1[CH:19]=[C:4]([CH:3]=[C:2]([Br:1])[C:21]=1[OH:22])[C:5]([N:7]1[CH2:12][CH2:11][O:10][C:9]2[N:13]=[CH:14][C:15]([C:17]#[N:18])=[CH:16][C:8]1=2)=[O:6]. The yield is 0.780.